From a dataset of Catalyst prediction with 721,799 reactions and 888 catalyst types from USPTO. Predict which catalyst facilitates the given reaction. (1) Reactant: Cl.[CH2:2]([O:9][C:10](=[O:15])[C@H:11]([CH2:13][OH:14])[NH2:12])[C:3]1[CH:8]=[CH:7][CH:6]=[CH:5][CH:4]=1.[CH:16](=O)[C:17]1[CH:22]=[CH:21][CH:20]=[CH:19][CH:18]=1.C([O-])(=O)C.[Na+].C([BH3-])#N.[Na+]. Product: [CH2:2]([O:9][C:10](=[O:15])[C@H:11]([CH2:13][OH:14])[NH:12][CH2:16][C:17]1[CH:22]=[CH:21][CH:20]=[CH:19][CH:18]=1)[C:3]1[CH:8]=[CH:7][CH:6]=[CH:5][CH:4]=1. The catalyst class is: 5. (2) The catalyst class is: 3. Product: [Si:1]([O:8][CH2:9][C@H:10]1[N:15]([CH3:26])[C@H:14]([C:16]([NH:18][CH3:19])=[O:17])[C@H:13]2[O:20][C:21]([CH3:24])([CH3:23])[O:22][C@H:12]2[C@@H:11]1[OH:25])([C:4]([CH3:7])([CH3:5])[CH3:6])([CH3:2])[CH3:3]. Reactant: [Si:1]([O:8][CH2:9][C@H:10]1[NH:15][C@H:14]([C:16]([NH:18][CH3:19])=[O:17])[C@H:13]2[O:20][C:21]([CH3:24])([CH3:23])[O:22][C@H:12]2[C@@H:11]1[OH:25])([C:4]([CH3:7])([CH3:6])[CH3:5])([CH3:3])[CH3:2].[C:26](=O)([O-])[O-].[K+].[K+].IC. (3) Reactant: [F:1][C:2]([F:16])([CH2:8][CH2:9][C:10]1[CH:15]=[CH:14][CH:13]=[CH:12][CH:11]=1)[C:3](OCC)=[O:4].[H-].[Al+3].[Li+].[H-].[H-].[H-].O.[OH-].[Na+]. Product: [F:1][C:2]([F:16])([CH2:8][CH2:9][C:10]1[CH:15]=[CH:14][CH:13]=[CH:12][CH:11]=1)[CH2:3][OH:4]. The catalyst class is: 7. (4) Reactant: [C:1]([C:7]([O:9]C)=O)#[C:2][C:3]([O:5][CH3:6])=[O:4].[Cl:11][C:12]1[CH:18]=[CH:17][C:15]([NH2:16])=[CH:14][CH:13]=1. Product: [CH3:6][O:5][C:3]([C:2]1[NH:16][C:15]2[C:17]([C:7](=[O:9])[CH:1]=1)=[CH:18][C:12]([Cl:11])=[CH:13][CH:14]=2)=[O:4]. The catalyst class is: 5. (5) Reactant: [Cl:1][C:2]1[CH:3]=[C:4]([C@H:8]([O:22][CH2:23][C:24]#[N:25])[C@@H:9]2[O:14][CH2:13][CH2:12][N:11]([C:15]([O:17][C:18]([CH3:21])([CH3:20])[CH3:19])=[O:16])[CH2:10]2)[CH:5]=[CH:6][CH:7]=1.S(C)C.CO. Product: [NH2:25][CH2:24][CH2:23][O:22][C@@H:8]([C:4]1[CH:5]=[CH:6][CH:7]=[C:2]([Cl:1])[CH:3]=1)[C@@H:9]1[O:14][CH2:13][CH2:12][N:11]([C:15]([O:17][C:18]([CH3:21])([CH3:20])[CH3:19])=[O:16])[CH2:10]1. The catalyst class is: 1.